This data is from Catalyst prediction with 721,799 reactions and 888 catalyst types from USPTO. The task is: Predict which catalyst facilitates the given reaction. Reactant: [N:1]1[CH:6]=[CH:5][C:4]([C:7]2[C:8]([C:12]3[CH:29]=[CH:28][C:15]([O:16][CH2:17][C:18]4[CH:27]=[CH:26][C:25]5[C:20](=[CH:21][CH:22]=[CH:23][CH:24]=5)[N:19]=4)=[CH:14][CH:13]=3)=[N:9][NH:10][CH:11]=2)=[CH:3][CH:2]=1.Br[CH2:31][CH2:32][CH2:33][OH:34].C(=O)([O-])[O-].[Cs+].[Cs+]. Product: [N:1]1[CH:2]=[CH:3][C:4]([C:7]2[C:8]([C:12]3[CH:13]=[CH:14][C:15]([O:16][CH2:17][C:18]4[CH:27]=[CH:26][C:25]5[C:20](=[CH:21][CH:22]=[CH:23][CH:24]=5)[N:19]=4)=[CH:28][CH:29]=3)=[N:9][N:10]([CH2:31][CH2:32][CH2:33][OH:34])[CH:11]=2)=[CH:5][CH:6]=1. The catalyst class is: 3.